Dataset: Full USPTO retrosynthesis dataset with 1.9M reactions from patents (1976-2016). Task: Predict the reactants needed to synthesize the given product. Given the product [F:29][C:30]1[CH:38]=[CH:37][C:33]([C:19]([N:17]2[CH2:18][C@@H:13]([C:10]3[O:11][CH:12]=[C:8]([C:5]4[CH:6]=[CH:7][C:2]([F:1])=[CH:3][CH:4]=4)[N:9]=3)[CH2:14][CH2:15][C@H:16]2[CH3:21])=[O:20])=[CH:32][CH:31]=1, predict the reactants needed to synthesize it. The reactants are: [F:1][C:2]1[CH:7]=[CH:6][C:5]([C:8]2[N:9]=[C:10]([C@@H:13]3[CH2:18][N:17]([CH:19]=[O:20])[C@H:16]([CH3:21])[CH2:15][CH2:14]3)[O:11][CH:12]=2)=[CH:4][CH:3]=1.C(N(CC)CC)C.[F:29][C:30]1[CH:38]=[CH:37][C:33](C(Cl)=O)=[CH:32][CH:31]=1.